Task: Regression. Given two drug SMILES strings and cell line genomic features, predict the synergy score measuring deviation from expected non-interaction effect.. Dataset: NCI-60 drug combinations with 297,098 pairs across 59 cell lines (1) Drug 1: CN1CCC(CC1)COC2=C(C=C3C(=C2)N=CN=C3NC4=C(C=C(C=C4)Br)F)OC. Drug 2: CC1C(C(CC(O1)OC2CC(OC(C2O)C)OC3=CC4=CC5=C(C(=O)C(C(C5)C(C(=O)C(C(C)O)O)OC)OC6CC(C(C(O6)C)O)OC7CC(C(C(O7)C)O)OC8CC(C(C(O8)C)O)(C)O)C(=C4C(=C3C)O)O)O)O. Cell line: OVCAR-8. Synergy scores: CSS=12.3, Synergy_ZIP=29.7, Synergy_Bliss=27.7, Synergy_Loewe=28.3, Synergy_HSA=28.0. (2) Synergy scores: CSS=1.59, Synergy_ZIP=4.16, Synergy_Bliss=-2.59, Synergy_Loewe=0.403, Synergy_HSA=-1.65. Drug 1: CS(=O)(=O)CCNCC1=CC=C(O1)C2=CC3=C(C=C2)N=CN=C3NC4=CC(=C(C=C4)OCC5=CC(=CC=C5)F)Cl. Cell line: HOP-62. Drug 2: CC12CCC3C(C1CCC2O)C(CC4=C3C=CC(=C4)O)CCCCCCCCCS(=O)CCCC(C(F)(F)F)(F)F. (3) Drug 1: C1CCC(CC1)NC(=O)N(CCCl)N=O. Drug 2: CC12CCC3C(C1CCC2O)C(CC4=C3C=CC(=C4)O)CCCCCCCCCS(=O)CCCC(C(F)(F)F)(F)F. Cell line: SF-295. Synergy scores: CSS=37.1, Synergy_ZIP=-7.09, Synergy_Bliss=-2.09, Synergy_Loewe=-1.28, Synergy_HSA=-1.77. (4) Cell line: OVCAR-8. Synergy scores: CSS=38.8, Synergy_ZIP=-0.128, Synergy_Bliss=1.07, Synergy_Loewe=-6.19, Synergy_HSA=3.60. Drug 1: COC1=C(C=C2C(=C1)N=CN=C2NC3=CC(=C(C=C3)F)Cl)OCCCN4CCOCC4. Drug 2: CC1C(C(CC(O1)OC2CC(CC3=C2C(=C4C(=C3O)C(=O)C5=CC=CC=C5C4=O)O)(C(=O)C)O)N)O. (5) Drug 1: CC1C(C(=O)NC(C(=O)N2CCCC2C(=O)N(CC(=O)N(C(C(=O)O1)C(C)C)C)C)C(C)C)NC(=O)C3=C4C(=C(C=C3)C)OC5=C(C(=O)C(=C(C5=N4)C(=O)NC6C(OC(=O)C(N(C(=O)CN(C(=O)C7CCCN7C(=O)C(NC6=O)C(C)C)C)C)C(C)C)C)N)C. Drug 2: C1CC(C1)(C(=O)O)C(=O)O.[NH2-].[NH2-].[Pt+2]. Cell line: A549. Synergy scores: CSS=38.6, Synergy_ZIP=-7.47, Synergy_Bliss=-1.06, Synergy_Loewe=10.2, Synergy_HSA=4.98. (6) Drug 1: CS(=O)(=O)C1=CC(=C(C=C1)C(=O)NC2=CC(=C(C=C2)Cl)C3=CC=CC=N3)Cl. Drug 2: C1C(C(OC1N2C=C(C(=O)NC2=O)F)CO)O. Cell line: SK-MEL-2. Synergy scores: CSS=26.0, Synergy_ZIP=7.21, Synergy_Bliss=11.9, Synergy_Loewe=-19.5, Synergy_HSA=7.47.